Predict the reactants needed to synthesize the given product. From a dataset of Full USPTO retrosynthesis dataset with 1.9M reactions from patents (1976-2016). (1) Given the product [Cl:12][CH:13]([Cl:32])[C:14]([N:16]1[C@H:20]([CH2:21][F:22])[C@@H:19]([C:23]2[CH:28]=[CH:27][C:26]([C:6]3[CH:7]=[CH:8][C:3]([CH2:2][OH:1])=[CH:4][CH:5]=3)=[CH:25][CH:24]=2)[O:18][C:17]1([CH3:31])[CH3:30])=[O:15], predict the reactants needed to synthesize it. The reactants are: [OH:1][CH2:2][C:3]1[CH:8]=[CH:7][C:6](B(O)O)=[CH:5][CH:4]=1.[Cl:12][CH:13]([Cl:32])[C:14]([N:16]1[C@H:20]([CH2:21][F:22])[C@@H:19]([C:23]2[CH:28]=[CH:27][C:26](I)=[CH:25][CH:24]=2)[O:18][C:17]1([CH3:31])[CH3:30])=[O:15]. (2) Given the product [CH3:1][O:2][C:3]1[N:8]=[C:7]([N+:11]([O-:14])=[O:12])[C:6]([NH:9][C:17](=[O:19])[CH3:18])=[CH:5][C:4]=1[CH3:10], predict the reactants needed to synthesize it. The reactants are: [CH3:1][O:2][C:3]1[N:8]=[CH:7][C:6]([NH2:9])=[CH:5][C:4]=1[CH3:10].[N+:11]([O-:14])(O)=[O:12].[OH-].[Na+].[C:17](O)(=[O:19])[CH3:18].